Dataset: Peptide-MHC class I binding affinity with 185,985 pairs from IEDB/IMGT. Task: Regression. Given a peptide amino acid sequence and an MHC pseudo amino acid sequence, predict their binding affinity value. This is MHC class I binding data. The peptide sequence is RAAEMDYIM. The MHC is HLA-B58:01 with pseudo-sequence HLA-B58:01. The binding affinity (normalized) is 0.880.